From a dataset of Catalyst prediction with 721,799 reactions and 888 catalyst types from USPTO. Predict which catalyst facilitates the given reaction. (1) Reactant: [Br:1][C:2]1[CH:3]=[C:4]2[C:9](=[CH:10][CH:11]=1)[C:8](=[O:12])[N:7]([CH2:13][CH:14]=O)[CH2:6][CH2:5]2.Cl.[CH3:17][C@@H:18]1[CH2:22][CH2:21][CH2:20][NH:19]1.C(N(C(C)C)CC)(C)C. Product: [Br:1][C:2]1[CH:3]=[C:4]2[C:9](=[CH:10][CH:11]=1)[C:8](=[O:12])[N:7]([CH2:13][CH2:14][N:19]1[CH2:20][CH2:21][CH2:22][C@H:18]1[CH3:17])[CH2:6][CH2:5]2. The catalyst class is: 5. (2) Reactant: Cl.[Cl:2][C:3]1[CH:15]=[CH:14][C:6]([O:7][CH:8]2[CH2:13][CH2:12][NH:11][CH2:10][CH2:9]2)=[CH:5][CH:4]=1.C(N(CC)CC)C.Cl[C:24]([C:26]1[CH:35]=[CH:34][C:29]([C:30]([O:32][CH3:33])=[O:31])=[CH:28][CH:27]=1)=[O:25].O. Product: [Cl:2][C:3]1[CH:15]=[CH:14][C:6]([O:7][CH:8]2[CH2:9][CH2:10][N:11]([C:24]([C:26]3[CH:35]=[CH:34][C:29]([C:30]([O:32][CH3:33])=[O:31])=[CH:28][CH:27]=3)=[O:25])[CH2:12][CH2:13]2)=[CH:5][CH:4]=1. The catalyst class is: 4. (3) Reactant: [OH:1][CH2:2][C:3]([CH3:9])([CH3:8])[C:4](OC)=[O:5].[Cl:10][C:11]1[CH:18]=[CH:17][CH:16]=[CH:15][C:12]=1[CH2:13][NH2:14].C[Al](C)C. Product: [Cl:10][C:11]1[CH:18]=[CH:17][CH:16]=[CH:15][C:12]=1[CH2:13][NH:14][C:4](=[O:5])[C:3]([CH3:9])([CH3:8])[CH2:2][OH:1]. The catalyst class is: 11. (4) Reactant: [CH:1]([O:4][C:5]([N:7]1[CH2:13][CH2:12][CH2:11][CH:10]([NH:14][CH2:15][C:16]2[CH:21]=[C:20]([C:22]([F:25])([F:24])[F:23])[CH:19]=[C:18]([C:26]([F:29])([F:28])[F:27])[CH:17]=2)[C:9]2[CH:30]=[C:31]([Br:35])[C:32]([Cl:34])=[CH:33][C:8]1=2)=[O:6])([CH3:3])[CH3:2].N1C=CC=CC=1.[C:42](OC(=O)C)(=[O:44])[CH3:43]. Product: [CH:1]([O:4][C:5]([N:7]1[CH2:13][CH2:12][CH2:11][CH:10]([N:14]([C:42](=[O:44])[CH3:43])[CH2:15][C:16]2[CH:17]=[C:18]([C:26]([F:29])([F:28])[F:27])[CH:19]=[C:20]([C:22]([F:25])([F:23])[F:24])[CH:21]=2)[C:9]2[CH:30]=[C:31]([Br:35])[C:32]([Cl:34])=[CH:33][C:8]1=2)=[O:6])([CH3:3])[CH3:2]. The catalyst class is: 13. (5) Reactant: [F:1][CH:2]([F:6])[CH2:3][NH:4][CH3:5].Cl.CCN(C(C)C)C(C)C.[F:17][C:18]1[CH:23]=[CH:22][C:21]([NH:24][C:25](=[O:38])[C:26]2[CH:31]=[C:30]([N+:32]([O-:34])=[O:33])[C:29]([NH:35][CH3:36])=[CH:28][C:27]=2F)=[CH:20][C:19]=1[Cl:39]. Product: [F:17][C:18]1[CH:23]=[CH:22][C:21]([NH:24][C:25](=[O:38])[C:26]2[CH:31]=[C:30]([N+:32]([O-:34])=[O:33])[C:29]([NH:35][CH3:36])=[CH:28][C:27]=2[N:4]([CH3:5])[CH2:3][CH:2]([F:6])[F:1])=[CH:20][C:19]=1[Cl:39]. The catalyst class is: 23. (6) Reactant: [S:1]1[CH:5]=[CH:4][C:3](/[CH:6]=[CH:7]\[CH2:8][CH2:9][CH2:10][CH2:11][CH2:12][O:13][C:14]2[CH:15]=[C:16]([C:20]([NH2:22])=[O:21])[CH:17]=[CH:18][CH:19]=2)=[CH:2]1. Product: [S:1]1[CH:5]=[CH:4][C:3]([CH2:6][CH2:7][CH2:8][CH2:9][CH2:10][CH2:11][CH2:12][O:13][C:14]2[CH:15]=[C:16]([C:20]([NH2:22])=[O:21])[CH:17]=[CH:18][CH:19]=2)=[CH:2]1. The catalyst class is: 19. (7) Reactant: [C:1]1([N:7]2[C:11]3[CH:12]=[CH:13][CH:14]=[CH:15][C:10]=3[N:9]=[C:8]2[C:16]2[CH:21]=[CH:20][C:19]([N:22]3[C:35]4[CH:34]=[CH:33][CH:32]=[CH:31][C:30]=4[S:29][C:28]4[C:23]3=[CH:24][CH:25]=[CH:26][CH:27]=4)=[CH:18][CH:17]=2)[CH:6]=[CH:5][CH:4]=[CH:3][CH:2]=1.ClC1C=CC=C(C(OO)=[O:44])C=1.[OH-:47].[K+]. Product: [C:1]1([N:7]2[C:11]3[CH:12]=[CH:13][CH:14]=[CH:15][C:10]=3[N:9]=[C:8]2[C:16]2[CH:21]=[CH:20][C:19]([N:22]3[C:35]4[CH:34]=[CH:33][CH:32]=[CH:31][C:30]=4[S:29](=[O:44])(=[O:47])[C:28]4[C:23]3=[CH:24][CH:25]=[CH:26][CH:27]=4)=[CH:18][CH:17]=2)[CH:2]=[CH:3][CH:4]=[CH:5][CH:6]=1. The catalyst class is: 2.